From a dataset of Catalyst prediction with 721,799 reactions and 888 catalyst types from USPTO. Predict which catalyst facilitates the given reaction. (1) Reactant: Cl.[F:2][C:3]1([F:8])[CH2:7][CH2:6][NH:5][CH2:4]1.Br[CH2:10][C:11]([O:13][CH2:14][CH3:15])=[O:12].CCN(C(C)C)C(C)C. Product: [F:2][C:3]1([F:8])[CH2:7][CH2:6][N:5]([CH2:10][C:11]([O:13][CH2:14][CH3:15])=[O:12])[CH2:4]1. The catalyst class is: 11. (2) The catalyst class is: 5. Reactant: C([O:3][C:4]([C:6]1[C:15]2[CH2:14][CH2:13][CH:12]([C:16]3[CH:21]=[CH:20][CH:19]=[CH:18][CH:17]=3)[CH2:11][C:10]=2[C:9]2=[N:22][C:23]([CH3:26])=[C:24]([CH3:25])[N:8]2[CH:7]=1)=[O:5])C.[OH-].[K+]. Product: [CH3:26][C:23]1[N:22]=[C:9]2[C:10]3[CH2:11][CH:12]([C:16]4[CH:21]=[CH:20][CH:19]=[CH:18][CH:17]=4)[CH2:13][CH2:14][C:15]=3[C:6]([C:4]([OH:5])=[O:3])=[CH:7][N:8]2[C:24]=1[CH3:25]. (3) Reactant: [C:1]([C:11]1[CH:16]=[CH:15][CH:14]=[CH:13][CH:12]=1)(=O)[CH2:2][CH2:3][CH2:4][CH2:5][CH2:6][CH2:7][CH2:8][CH3:9].[CH-:17]1[CH:21]=[CH:20][CH:19]=[CH:18]1.[Na+]. Product: [CH2:2]([C:1]([C:11]1[CH:16]=[CH:15][CH:14]=[CH:13][CH:12]=1)=[C:20]1[CH:19]=[CH:18][CH:17]=[CH:21]1)[CH2:3][CH2:4][CH2:5][CH2:6][CH2:7][CH2:8][CH3:9]. The catalyst class is: 1.